Dataset: Forward reaction prediction with 1.9M reactions from USPTO patents (1976-2016). Task: Predict the product of the given reaction. Given the reactants [N:1]1[CH:2]=[CH:3][N:4]2[CH:9]=[C:8]([CH:10]([C:12]3[N:16]4[N:17]=[C:18]([C:21]5[CH:22]=[N:23][N:24]([CH2:26][CH2:27][O:28]C6CCCCO6)[CH:25]=5)[CH:19]=[CH:20][C:15]4=[N:14][CH:13]=3)[CH3:11])[CH:7]=[CH:6][C:5]=12.C1C(=O)N([Br:42])C(=O)C1.O1CCOCC1, predict the reaction product. The product is: [Br:42][C:3]1[N:4]2[CH:9]=[C:8]([CH:10]([C:12]3[N:16]4[N:17]=[C:18]([C:21]5[CH:22]=[N:23][N:24]([CH2:26][CH2:27][OH:28])[CH:25]=5)[CH:19]=[CH:20][C:15]4=[N:14][CH:13]=3)[CH3:11])[CH:7]=[CH:6][C:5]2=[N:1][CH:2]=1.